From a dataset of Catalyst prediction with 721,799 reactions and 888 catalyst types from USPTO. Predict which catalyst facilitates the given reaction. (1) Reactant: [CH:1]1[C:11]2[C:10]3[CH2:12][CH2:13][CH:14]=[CH:15][C:9]=3[CH:8]=[CH:7][C:6](=[CH:16][C:17](O)=[O:18])[C:5]=2[CH:4]=[CH:3][CH:2]=1.Cl.C(N=C=NCCCN(C)C)C.OC1C2N=NNC=2C=CC=1.C(N(CC)CC)C.Cl.[CH3:50][O:51][C:52](=[O:59])[CH2:53][CH2:54][CH2:55][CH2:56][CH2:57][NH2:58]. Product: [CH3:50][O:51][C:52](=[O:59])[CH2:53][CH2:54][CH2:55][CH2:56][CH2:57][NH:58][C:17](=[O:18])[CH:16]=[C:6]1[C:5]2[CH:4]=[CH:3][CH:2]=[CH:1][C:11]=2[C:10]2[CH2:12][CH2:13][CH:14]=[CH:15][C:9]=2[CH:8]=[CH:7]1. The catalyst class is: 650. (2) Reactant: [F:1][C:2]1[CH:3]=[C:4]([CH:18]=[CH:19][CH:20]=1)[CH2:5][CH:6]1[C:13]2[CH:12]=[C:11]([C:14]([O:16]C)=[O:15])[NH:10][C:9]=2[CH2:8][CH2:7]1.[OH-].[Li+].CO. The catalyst class is: 1. Product: [F:1][C:2]1[CH:3]=[C:4]([CH:18]=[CH:19][CH:20]=1)[CH2:5][CH:6]1[C:13]2[CH:12]=[C:11]([C:14]([OH:16])=[O:15])[NH:10][C:9]=2[CH2:8][CH2:7]1.